This data is from Experimentally validated miRNA-target interactions with 360,000+ pairs, plus equal number of negative samples. The task is: Binary Classification. Given a miRNA mature sequence and a target amino acid sequence, predict their likelihood of interaction. (1) The miRNA is mmu-miR-340-5p with sequence UUAUAAAGCAAUGAGACUGAUU. The protein sequence of the target gene is MSALRRKFGDDYQVVTTSSSGSGLQPQGPGQGPQQQLVPKKKRQRFVDKNGRCNVQHGNLGSETSRYLSDLFTTLVDLKWRWNLFIFILTYTVAWLFMASMWWVIAYTRGDLNKAHVGNYTPCVANVYNFPSAFLFFIETEATIGYGYRYITDKCPEGIILFLFQSILGSIVDAFLIGCMFIKMSQPKKRAETLMFSEHAVISMRDGKLTLMFRVGNLRNSHMVSAQIRCKLLKSRQTPEGEFLPLDQLELDVGFSTGADQLFLVSPLTICHVIDAKSPFYDLSQRSMQTEQFEVVVILE.... Result: 1 (interaction). (2) The miRNA is mmu-miR-410-3p with sequence AAUAUAACACAGAUGGCCUGU. The protein sequence of the target gene is MMANHLVKPDSRNCKRARELEPQVSDSPQVSSLGKSESSLSEASGLFYKEEALEKDLSDMSKEINLMLSTYAKILSERAAVDASYIDEIDGLFKEANIIENFLVQKREFLKQRFTVITNTLHK. Result: 1 (interaction). (3) The miRNA is mmu-miR-542-5p with sequence CUCGGGGAUCAUCAUGUCACGA. The protein sequence of the target gene is MLSAFQRLFRVLFVIETVSEYGVLIFIYGWPFLQTLAMLLIGTVSFHLWIRRNRERNSRSGKTRCRSKRSEQSMDMGTSALSKKPWWTLPQNFHAPMVFHMEEDQEELIFGHGDTYLRCIEVHSHTLIQLESWFTATGQTRVTVVGPHRARQWLLHMFCCVGSQDSYHHARGLEMLERVRSQPLTNDDLVTSISVPPYTGDLSLAPRISGTVCLSVPQPSPYQVIGCSGFHLSSLYP. Result: 0 (no interaction). (4) The miRNA is hsa-miR-454-5p with sequence ACCCUAUCAAUAUUGUCUCUGC. The protein sequence of the target gene is MKNPMLEAASLLLEKLLLISNFKLFSVSVPGGGTGKNRPYEISSFVRGDVLEVSRTHFIHYGIYLGENRVAHLMPDILLALTNDKERTQKVVSNKRLLLGVICKVASIRVDTVEDFAYGADILVNHLDGTLKKKSLLNEEVARRAEQQLGLTPYSLLWNNCEHFVTYCRYGSRISPQAEKFYDTVKIIIRDQRSSLASAVLGLASIVYTGLASYMTLPAICIPFCLWMMSG. Result: 0 (no interaction). (5) The miRNA is mmu-miR-138-5p with sequence AGCUGGUGUUGUGAAUCAGGCCG. The protein sequence of the target gene is MSAQTASGPTEDQVEILEYNFNKVNKHPDPTTLCLIAAEAGLTEEQTQKWFKQRLAEWRRSEGLPSECRSVTD. Result: 0 (no interaction). (6) The miRNA is hsa-miR-151a-3p with sequence CUAGACUGAAGCUCCUUGAGG. The protein sequence of the target gene is MVEKEEAGGGISEEEAAQYDRQIRLWGLEAQKRLRASRVLLVGLKGLGAEIAKNLILAGVKGLTMLDHEQVTPEDPGAQFLIRTGSVGRNRAEASLERAQNLNPMVDVKVDTEDIEKKPESFFTQFDAVCLTCCSRDVIVKVDQICHKNSIKFFTGDVFGYHGYTFANLGEHEFVEEKTKVAKVSQGVEDGPDTKRAKLDSSETTMVKKKVVFCPVKEALEVDWSSEKAKAALKRTTSDYFLLQVLLKFRTDKGRDPSSDTYEEDSELLLQIRNDVLDSLGISPDLLPEDFVRYCFSEMA.... Result: 1 (interaction). (7) The miRNA is hsa-miR-204-5p with sequence UUCCCUUUGUCAUCCUAUGCCU. The protein sequence of the target gene is MEASDGQGGEGDKPLEQVTNVSCLETSSSASPARDSLMRHAKGLDQDTFKTCKEYLRPLKKFLRKLHLPRDLPQKKKLKYMKQSLVVLGDHINTFLQHYCQAWEIKHWRKMLWRFISLFSELEAKQLRRLYKYTKSSQPAKFLVTFCASDAPERSLLADREDSLPKLCHAWGLHSNISGMKERLSNMQTPGQGSPLPGQPRSQDHVKKDSLRELSQKPKLKRKRIKEAPETPETEP. Result: 1 (interaction). (8) The miRNA is hsa-miR-149-5p with sequence UCUGGCUCCGUGUCUUCACUCCC. The protein sequence of the target gene is MAGGEDRGDGEPVSVVTVRVQYLEDTDPFACANFPEPRRAPTCSLDGALPLGAQIPAVHRLLGAPLKLEDCALQVSPSGYYLDTELSLEEQREMLEGFYEEISKGRKPTLILRTQLSVRVNAILEKLYSSSGPELRRSLFSLKQIFQEDKDLVPEFVHSEGLSCLIRVGAAADHNYQSYILRALGQLMLFVDGMLGVVAHSDTIQWLYTLCASLSRLVVKTALKLLLVFVEYSENNAPLFIRAVNSVASTTGAPPWANLVSILEEKNGADPELLVYTVTLINKTLAALPDQDSFYDVTDA.... Result: 1 (interaction).